This data is from Forward reaction prediction with 1.9M reactions from USPTO patents (1976-2016). The task is: Predict the product of the given reaction. (1) Given the reactants [N:1]1([C:24]([O:26][C:27]([CH3:30])([CH3:29])[CH3:28])=[O:25])[CH:6]=[CH:5][N:4]([C:7]([O:9][CH2:10][CH:11]2[C:23]3[CH:22]=[CH:21][CH:20]=[CH:19][C:18]=3[C:17]3[C:12]2=[CH:13][CH:14]=[CH:15][CH:16]=3)=[O:8])[CH2:3][CH2:2]1.[CH2:31]([Zn]CC)C.ICI, predict the reaction product. The product is: [CH:6]12[CH2:31][CH:5]1[N:4]([C:7]([O:9][CH2:10][CH:11]1[C:12]3[CH:13]=[CH:14][CH:15]=[CH:16][C:17]=3[C:18]3[C:23]1=[CH:22][CH:21]=[CH:20][CH:19]=3)=[O:8])[CH2:3][CH2:2][N:1]2[C:24]([O:26][C:27]([CH3:30])([CH3:29])[CH3:28])=[O:25]. (2) Given the reactants C(NC(C)C)(C)C.[Li]CCCC.[CH:13]1[C:23]2[CH:22]=[CH:21][C:20]3[CH:24]=[CH:25][CH:26]=[CH:27][C:19]=3[CH:18]([C:28]#[N:29])[C:17]=2[CH:16]=[CH:15][CH:14]=1.Br[CH2:31][CH2:32][CH2:33][C:34]#[N:35], predict the reaction product. The product is: [C:34]([CH2:33][CH2:32][CH2:31][C:18]1([C:28]#[N:29])[C:17]2[CH:16]=[CH:15][CH:14]=[CH:13][C:23]=2[CH:22]=[CH:21][C:20]2[CH:24]=[CH:25][CH:26]=[CH:27][C:19]1=2)#[N:35].